From a dataset of Forward reaction prediction with 1.9M reactions from USPTO patents (1976-2016). Predict the product of the given reaction. (1) Given the reactants [C:1]([O:5][C:6]([N:8]1[CH2:13][CH2:12][CH:11]([CH:14]([OH:25])[C:15]2[CH:20]=[CH:19][C:18]([C:21]([F:24])([F:23])[F:22])=[CH:17][CH:16]=2)[CH2:10][CH2:9]1)=[O:7])([CH3:4])([CH3:3])[CH3:2].C1C=C[NH+]=CC=1.[O-][Cr](Cl)(=O)=O, predict the reaction product. The product is: [C:1]([O:5][C:6]([N:8]1[CH2:9][CH2:10][CH:11]([C:14](=[O:25])[C:15]2[CH:20]=[CH:19][C:18]([C:21]([F:22])([F:23])[F:24])=[CH:17][CH:16]=2)[CH2:12][CH2:13]1)=[O:7])([CH3:4])([CH3:2])[CH3:3]. (2) The product is: [CH3:11][N:12]([CH3:16])[CH2:13][C:14]#[C:15][C:2]1[CH:3]=[C:4]2[CH:10]=[CH:9][NH:8][C:5]2=[N:6][CH:7]=1. Given the reactants Br[C:2]1[CH:3]=[C:4]2[CH:10]=[CH:9][NH:8][C:5]2=[N:6][CH:7]=1.[CH3:11][N:12]([CH3:16])[CH2:13][C:14]#[CH:15], predict the reaction product. (3) Given the reactants [CH2:1]([O:8][C:9]1[CH:10]=[C:11]([OH:15])[CH:12]=[CH:13][CH:14]=1)[C:2]1[CH:7]=[CH:6][CH:5]=[CH:4][CH:3]=1.BrC1C=C(O)C=CC=1.[C:24]1([CH:30]([C:42]2[CH:47]=[CH:46][CH:45]=[CH:44][CH:43]=2)[N:31]2[C:39]3[C:34](=[CH:35][CH:36]=[CH:37][CH:38]=3)[C:33](=[O:40])[C:32]2=[O:41])[CH:29]=[CH:28][CH:27]=[CH:26][CH:25]=1.FC(F)(F)C1OC(CN2C3C(=CC=CC=3)C(=O)C2=O)=CC=1, predict the reaction product. The product is: [CH2:1]([O:8][C:9]1[CH:14]=[CH:13][C:12]([C:33]2([OH:40])[C:34]3[C:39](=[CH:38][CH:37]=[CH:36][CH:35]=3)[N:31]([CH:30]([C:24]3[CH:25]=[CH:26][CH:27]=[CH:28][CH:29]=3)[C:42]3[CH:47]=[CH:46][CH:45]=[CH:44][CH:43]=3)[C:32]2=[O:41])=[C:11]([OH:15])[CH:10]=1)[C:2]1[CH:3]=[CH:4][CH:5]=[CH:6][CH:7]=1. (4) Given the reactants [Br:1][C:2]1[CH:3]=[C:4]([CH2:8][C:9]([OH:11])=[O:10])[CH:5]=[CH:6][CH:7]=1.[C:12](O)([CH3:15])([CH3:14])[CH3:13].C1CCC(N=C=NC2CCCCC2)CC1, predict the reaction product. The product is: [C:12]([O:10][C:9](=[O:11])[CH2:8][C:4]1[CH:5]=[CH:6][CH:7]=[C:2]([Br:1])[CH:3]=1)([CH3:15])([CH3:14])[CH3:13]. (5) Given the reactants [Cl:1][C:2]1[CH:3]=[C:4]([CH:19]=[CH:20][C:21]=1[Cl:22])[CH2:5][CH:6]1[C:15]2[C:10](=[CH:11][CH:12]=[C:13]([O:16]C)[CH:14]=2)[CH2:9][CH2:8][CH:7]1[NH2:18].[OH-].[Na+], predict the reaction product. The product is: [NH2:18][CH:7]1[CH:6]([CH2:5][C:4]2[CH:19]=[CH:20][C:21]([Cl:22])=[C:2]([Cl:1])[CH:3]=2)[C:15]2[CH:14]=[C:13]([OH:16])[CH:12]=[CH:11][C:10]=2[CH2:9][CH2:8]1.